From a dataset of Forward reaction prediction with 1.9M reactions from USPTO patents (1976-2016). Predict the product of the given reaction. (1) Given the reactants [CH:1]([C:4]1[C:9]([C:10]2[CH:15]=[CH:14][N:13]=[C:12]([NH:16][C:17]3[CH:24]=[CH:23][C:20]([C:21]#[N:22])=[CH:19][CH:18]=3)[N:11]=2)=[CH:8][N:7]=[C:6](SC)[N:5]=1)([CH3:3])[CH3:2].[NH2:27][CH:28](O)[CH:29]([CH3:31])[CH3:30].C1C[O:36]CC1, predict the reaction product. The product is: [OH:36][C:29]([CH3:31])([CH3:30])[CH2:28][NH:27][C:6]1[N:5]=[C:4]([CH:1]([CH3:3])[CH3:2])[C:9]([C:10]2[CH:15]=[CH:14][N:13]=[C:12]([NH:16][C:17]3[CH:24]=[CH:23][C:20]([C:21]#[N:22])=[CH:19][CH:18]=3)[N:11]=2)=[CH:8][N:7]=1. (2) Given the reactants [N:1]1([CH2:6][C:7]2[CH:23]=[CH:22][C:10]([CH2:11][N:12]3[CH:20]=[C:19]4[C:14]([N:15]=[CH:16][N:17]=[C:18]4Cl)=[N:13]3)=[CH:9][C:8]=2[F:24])[CH:5]=[CH:4][CH:3]=[N:2]1.[NH2:25][CH2:26][C:27]1[C:28]([CH3:49])=[CH:29][C:30]([N:34](C(OC(C)(C)C)=O)C(=O)OC(C)(C)C)=[N:31][C:32]=1[CH3:33].CCN(C(C)C)C(C)C.C(O)(C(F)(F)F)=O, predict the reaction product. The product is: [N:1]1([CH2:6][C:7]2[CH:23]=[CH:22][C:10]([CH2:11][N:12]3[CH:20]=[C:19]4[C:14]([N:15]=[CH:16][N:17]=[C:18]4[NH:25][CH2:26][C:27]4[C:32]([CH3:33])=[N:31][C:30]([NH2:34])=[CH:29][C:28]=4[CH3:49])=[N:13]3)=[CH:9][C:8]=2[F:24])[CH:5]=[CH:4][CH:3]=[N:2]1. (3) Given the reactants [N:1]1[CH:6]=[CH:5][CH:4]=[CH:3][C:2]=1[S:7](Cl)(=[O:9])=[O:8].[N:11]1([C:17]2[CH:18]=[CH:19][C:20]3[N:21]([C:23]([C:26]([F:29])([F:28])[F:27])=[N:24][N:25]=3)[N:22]=2)[CH2:16][CH2:15][NH:14][CH2:13][CH2:12]1, predict the reaction product. The product is: [N:1]1[CH:6]=[CH:5][CH:4]=[CH:3][C:2]=1[S:7]([N:14]1[CH2:13][CH2:12][N:11]([C:17]2[CH:18]=[CH:19][C:20]3[N:21]([C:23]([C:26]([F:27])([F:28])[F:29])=[N:24][N:25]=3)[N:22]=2)[CH2:16][CH2:15]1)(=[O:9])=[O:8]. (4) Given the reactants [CH2:1]([Si:3]([CH2:13][CH3:14])([CH2:11][CH3:12])[O:4][C:5](/[CH:7]=[CH:8]/[CH2:9][CH3:10])=[CH2:6])[CH3:2].CC(C)(C)/C(/O)=C/C(C(C(C(F)(F)F)(F)F)(F)F)=O.CC(C)(C)/C(/O)=C/C(C(C(C(F)(F)F)(F)F)(F)F)=O.CC(C)(C)/C(/O)=C/C(C(C(C(F)(F)F)(F)F)(F)F)=O.[Eu].[N+:73]([C:76]1[CH:83]=[N:82][CH:81]=[CH:80][C:77]=1[CH:78]=[O:79])([O-:75])=[O:74], predict the reaction product. The product is: [CH2:9]([C@H:8]1[O:79][C@@H:78]([C:77]2[CH:80]=[CH:81][N:82]=[CH:83][C:76]=2[N+:73]([O-:75])=[O:74])[CH2:6][C:5]([O:4][Si:3]([CH2:11][CH3:12])([CH2:1][CH3:2])[CH2:13][CH3:14])=[CH:7]1)[CH3:10].